From a dataset of Reaction yield outcomes from USPTO patents with 853,638 reactions. Predict the reaction yield, written as a fraction of the theoretical maximum amount of product (1.0 means a 100% yield; for example, 0.34 means a 34% yield). (1) The catalyst is N1C=CC=CC=1. The yield is 0.120. The product is [CH:1]1([C:7]([F:12])([F:11])[C:8]([NH:19][CH2:20][C:21]2[CH:22]=[C:23]3[C:27](=[CH:28][CH:29]=2)[C:26](=[O:30])[N:25]([CH:31]2[CH2:36][CH2:35][C:34](=[O:37])[NH:33][C:32]2=[O:38])[CH2:24]3)=[O:10])[CH2:2][CH2:3][CH2:4][CH2:5][CH2:6]1. The reactants are [CH:1]1([C:7]([F:12])([F:11])[C:8]([OH:10])=O)[CH2:6][CH2:5][CH2:4][CH2:3][CH2:2]1.P(Cl)(Cl)(Cl)=O.Cl.[NH2:19][CH2:20][C:21]1[CH:22]=[C:23]2[C:27](=[CH:28][CH:29]=1)[C:26](=[O:30])[N:25]([CH:31]1[CH2:36][CH2:35][C:34](=[O:37])[NH:33][C:32]1=[O:38])[CH2:24]2.C(=O)(O)[O-].[Na+]. (2) The reactants are [C:1]1([C:7]([C:15]2[CH:20]=[CH:19][CH:18]=[CH:17][CH:16]=2)([C:9]2[CH:14]=[CH:13][CH:12]=[CH:11][CH:10]=2)[SH:8])[CH:6]=[CH:5][CH:4]=[CH:3][CH:2]=1.Br[CH2:22][C:23]([O:25][CH2:26][CH3:27])=[O:24].C(N(C(C)C)CC)(C)C.CN(C)C=O. The catalyst is C(OCC)(=O)C. The product is [C:7]([S:8][CH2:22][C:23]([O:25][CH2:26][CH3:27])=[O:24])([C:1]1[CH:2]=[CH:3][CH:4]=[CH:5][CH:6]=1)([C:9]1[CH:10]=[CH:11][CH:12]=[CH:13][CH:14]=1)[C:15]1[CH:16]=[CH:17][CH:18]=[CH:19][CH:20]=1. The yield is 0.920. (3) The reactants are [I:1]N1C(=O)CCC1=O.[Br:9][C:10]1[CH:11]=[C:12]2[CH:18]=[N:17][NH:16][C:13]2=[N:14][CH:15]=1. The yield is 0.750. The catalyst is ClC(Cl)C.C1COCC1. The product is [Br:9][C:10]1[CH:11]=[C:12]2[C:18]([I:1])=[N:17][NH:16][C:13]2=[N:14][CH:15]=1. (4) The reactants are [CH2:1]([N:4]([CH2:27][CH:28]=[CH2:29])[S:5]([C:8]1[CH:9]=[N:10][CH:11]=[CH:12][C:13]=1[NH:14][S:15](/[CH:18]=[CH:19]/[C:20]1[CH:25]=[CH:24][C:23](Br)=[CH:22][CH:21]=1)(=[O:17])=[O:16])(=[O:7])=[O:6])[CH:2]=[CH2:3].[O:30]1[C:34]2[CH:35]=[CH:36][CH:37]=[CH:38][C:33]=2[CH:32]=[C:31]1B(O)O.C(=O)([O-])[O-].[Cs+].[Cs+].COCCOC. The catalyst is Cl[Pd]Cl.C1(P(C2C=CC=CC=2)[C-]2C=CC=C2)C=CC=CC=1.[C-]1(P(C2C=CC=CC=2)C2C=CC=CC=2)C=CC=C1.[Fe+2].O. The product is [CH2:1]([N:4]([CH2:27][CH:28]=[CH2:29])[S:5]([C:8]1[CH:9]=[N:10][CH:11]=[CH:12][C:13]=1[NH:14][S:15](/[CH:18]=[CH:19]/[C:20]1[CH:25]=[CH:24][C:23]([C:31]2[O:30][C:34]3[CH:35]=[CH:36][CH:37]=[CH:38][C:33]=3[CH:32]=2)=[CH:22][CH:21]=1)(=[O:17])=[O:16])(=[O:7])=[O:6])[CH:2]=[CH2:3]. The yield is 0.380.